Dataset: Forward reaction prediction with 1.9M reactions from USPTO patents (1976-2016). Task: Predict the product of the given reaction. (1) Given the reactants [CH2:1]([C:8]1[C:13](=[O:14])[N:12]2[CH2:15][CH2:16][S:17][C:11]2=[N:10][C:9]=1[CH:18]([N:21]1C(=O)C2C(=CC=CC=2)C1=O)[CH2:19][CH3:20])[C:2]1[CH:7]=[CH:6][CH:5]=[CH:4][CH:3]=1.O.NN, predict the reaction product. The product is: [NH2:21][CH:18]([C:9]1[N:10]=[C:11]2[S:17][CH2:16][CH2:15][N:12]2[C:13](=[O:14])[C:8]=1[CH2:1][C:2]1[CH:3]=[CH:4][CH:5]=[CH:6][CH:7]=1)[CH2:19][CH3:20]. (2) Given the reactants Br[CH2:2][CH2:3][CH:4]=[C:5]1[C:11]2[CH:12]=[CH:13][CH:14]=[N:15][C:10]=2[CH2:9][O:8][C:7]2[CH:16]=[CH:17][C:18]([C:20]([OH:23])([CH3:22])[CH3:21])=[CH:19][C:6]1=2.[Cl:24][C:25]1[CH:30]=[CH:29][C:28]([N:31]2[CH2:36][CH2:35][NH:34][CH2:33][CH:32]2[CH3:37])=[CH:27][CH:26]=1.[I-].[K+], predict the reaction product. The product is: [Cl:24][C:25]1[CH:26]=[CH:27][C:28]([N:31]2[CH2:36][CH2:35][N:34]([CH2:2][CH2:3][CH:4]=[C:5]3[C:11]4[CH:12]=[CH:13][CH:14]=[N:15][C:10]=4[CH2:9][O:8][C:7]4[CH:16]=[CH:17][C:18]([C:20]([OH:23])([CH3:22])[CH3:21])=[CH:19][C:6]3=4)[CH2:33][CH:32]2[CH3:37])=[CH:29][CH:30]=1. (3) Given the reactants I[C:2]1[CH:7]=[CH:6][C:5]([CH:8]2[C:17]([C:18]3[CH:23]=[CH:22][CH:21]=[C:20]([O:24]C4CCCCO4)[CH:19]=3)=[C:16]([CH3:31])[C:15]3[C:10](=[CH:11][CH:12]=[C:13]([O:32]C4CCCCO4)[CH:14]=3)[O:9]2)=[CH:4][CH:3]=1.[CH2:39]([NH:41][CH2:42][CH2:43][OH:44])[CH3:40].[F:45][CH2:46][CH2:47][CH2:48]I, predict the reaction product. The product is: [CH2:39]([N:41]([CH2:48][CH2:47][CH2:46][F:45])[CH2:42][CH2:43][O:44][C:2]1[CH:7]=[CH:6][C:5]([CH:8]2[C:17]([C:18]3[CH:23]=[CH:22][CH:21]=[C:20]([OH:24])[CH:19]=3)=[C:16]([CH3:31])[C:15]3[C:10](=[CH:11][CH:12]=[C:13]([OH:32])[CH:14]=3)[O:9]2)=[CH:4][CH:3]=1)[CH3:40]. (4) Given the reactants Cl.[NH2:2][C@@H:3]1[CH2:8][CH2:7][C@H:6]([NH:9][C:10]([C:12]2[C:16]3[N:17]=[CH:18][N:19]=[C:20]([C:21]4[CH:26]=[C:25]([O:27][CH3:28])[CH:24]=[CH:23][C:22]=4[O:29][CH2:30][CH:31]4[CH2:33][CH2:32]4)[C:15]=3[NH:14][C:13]=2[CH3:34])=[O:11])[CH2:5][CH2:4]1.[C:35](Cl)(=[O:38])[CH2:36][CH3:37], predict the reaction product. The product is: [CH:31]1([CH2:30][O:29][C:22]2[CH:23]=[CH:24][C:25]([O:27][CH3:28])=[CH:26][C:21]=2[C:20]2[C:15]3[NH:14][C:13]([CH3:34])=[C:12]([C:10]([NH:9][C@H:6]4[CH2:7][CH2:8][C@@H:3]([NH:2][C:35](=[O:38])[CH2:36][CH3:37])[CH2:4][CH2:5]4)=[O:11])[C:16]=3[N:17]=[CH:18][N:19]=2)[CH2:32][CH2:33]1. (5) Given the reactants [NH2:1][C:2]1[CH:3]=[CH:4][C:5]([Cl:27])=[C:6]([C:8]2[C:23](=[O:24])[N:22]([O:25][CH3:26])[C:11]3[N:12]=[C:13]([NH:16][CH2:17][CH2:18][N:19]([CH3:21])[CH3:20])[N:14]=[CH:15][C:10]=3[CH:9]=2)[CH:7]=1.[Cl:28][C:29]1[CH:34]=[C:33]([N:35]=[C:36]=[O:37])[CH:32]=[CH:31][C:30]=1[O:38][CH3:39].C1COCC1, predict the reaction product. The product is: [Cl:27][C:5]1[CH:4]=[CH:3][C:2]([NH:1][C:36]([NH:35][C:33]2[CH:32]=[CH:31][C:30]([O:38][CH3:39])=[C:29]([Cl:28])[CH:34]=2)=[O:37])=[CH:7][C:6]=1[C:8]1[C:23](=[O:24])[N:22]([O:25][CH3:26])[C:11]2[N:12]=[C:13]([NH:16][CH2:17][CH2:18][N:19]([CH3:21])[CH3:20])[N:14]=[CH:15][C:10]=2[CH:9]=1. (6) The product is: [C:13]([C:10]1([CH2:15][CH3:16])[CH2:11][CH2:12][N:8]([C:6]2[CH:5]=[CH:4][N:3]=[C:2]([NH:1][C:21]([CH:18]3[CH2:20][CH2:19]3)=[O:22])[CH:7]=2)[C:9]1=[O:17])#[N:14]. Given the reactants [NH2:1][C:2]1[CH:7]=[C:6]([N:8]2[CH2:12][CH2:11][C:10]([CH2:15][CH3:16])([C:13]#[N:14])[C:9]2=[O:17])[CH:5]=[CH:4][N:3]=1.[CH:18]1([C:21](Cl)=[O:22])[CH2:20][CH2:19]1.O, predict the reaction product.